The task is: Predict which catalyst facilitates the given reaction.. This data is from Catalyst prediction with 721,799 reactions and 888 catalyst types from USPTO. (1) Reactant: C([N-]C(C)C)(C)C.[Li+].[Br:9][C:10]1[CH:15]=[CH:14][N:13]=[C:12]([CH3:16])[CH:11]=1.[C:17](=O)([O:21]CC)[O:18][CH2:19][CH3:20]. Product: [CH2:19]([O:18][C:17](=[O:21])[CH2:16][C:12]1[CH:11]=[C:10]([Br:9])[CH:15]=[CH:14][N:13]=1)[CH3:20]. The catalyst class is: 7. (2) Reactant: [CH3:1][C:2]1[O:3][CH:4]=[CH:5][C:6]=1[CH3:7].[Mg].Br[C:10]1[CH:15]=CC=[CH:12][C:11]=1F.[Cl-].[NH4+].[CH2:19]1COC[CH2:20]1. Product: [CH3:15][C:10]1[CH:3]=[C:2]([OH:1])[C:6]2[C:7]([C:11]=1[CH3:12])=[CH:20][CH:19]=[CH:4][CH:5]=2. The catalyst class is: 6.